Dataset: Reaction yield outcomes from USPTO patents with 853,638 reactions. Task: Predict the reaction yield, written as a fraction of the theoretical maximum amount of product (1.0 means a 100% yield; for example, 0.34 means a 34% yield). The reactants are [CH3:1][C:2]1[CH:7]=[C:6]([CH3:8])[CH:5]=[C:4]([O:9]CC(C)=C)[C:3]=1[CH3:14].C(N(CC)[C:18]1[CH:23]=CC=C[CH:19]=1)C.Cl.[C:27](OCC)(=O)C. No catalyst specified. The product is [CH3:27][C:5]1[C:6]([CH3:8])=[CH:7][C:2]([CH3:1])=[C:3]([CH2:14][C:18]([CH3:23])=[CH2:19])[C:4]=1[OH:9]. The yield is 0.850.